Dataset: Full USPTO retrosynthesis dataset with 1.9M reactions from patents (1976-2016). Task: Predict the reactants needed to synthesize the given product. (1) The reactants are: [Cl-:1].[Cl:2][CH2:3][CH:4]([OH:10])[CH2:5][N+:6]([CH3:9])([CH3:8])[CH3:7].[CH3:11][N:12]([CH3:20])[CH2:13][CH:14]([CH3:19])[O:15][CH2:16][CH2:17][OH:18]. Given the product [Cl-:2].[OH:10][CH:4]([CH2:5][N+:6]([CH3:9])([CH3:8])[CH3:7])[CH2:3][N+:12]([CH2:13][CH:14]([O:15][CH2:16][CH2:17][OH:18])[CH3:19])([CH3:20])[CH3:11].[Cl-:1], predict the reactants needed to synthesize it. (2) Given the product [OH:18][C:4]1[CH:3]=[C:2]([B:19]2[O:23][C:22]([CH3:25])([CH3:24])[C:21]([CH3:27])([CH3:26])[O:20]2)[C:7]([O:8][CH3:9])=[CH:6][C:5]=1[C:10]([C:12]1[CH:17]=[CH:16][CH:15]=[CH:14][CH:13]=1)=[O:11], predict the reactants needed to synthesize it. The reactants are: Br[C:2]1[C:7]([O:8][CH3:9])=[CH:6][C:5]([C:10]([C:12]2[CH:17]=[CH:16][CH:15]=[CH:14][CH:13]=2)=[O:11])=[C:4]([OH:18])[CH:3]=1.[B:19]1([B:19]2[O:23][C:22]([CH3:25])([CH3:24])[C:21]([CH3:27])([CH3:26])[O:20]2)[O:23][C:22]([CH3:25])([CH3:24])[C:21]([CH3:27])([CH3:26])[O:20]1. (3) Given the product [N:31]1([CH2:6][CH2:7][C:8]2[O:9][C:10]3[CH:16]=[CH:15][C:14]([C:17]4[N:18]=[CH:19][C:20]([C:23]([N:25]5[CH2:30][CH2:29][O:28][CH2:27][CH2:26]5)=[O:24])=[CH:21][CH:22]=4)=[CH:13][C:11]=3[CH:12]=2)[CH2:36][CH2:35][CH2:34][CH2:33][CH2:32]1, predict the reactants needed to synthesize it. The reactants are: CS(O[CH2:6][CH2:7][C:8]1[O:9][C:10]2[CH:16]=[CH:15][C:14]([C:17]3[CH:22]=[CH:21][C:20]([C:23]([N:25]4[CH2:30][CH2:29][O:28][CH2:27][CH2:26]4)=[O:24])=[CH:19][N:18]=3)=[CH:13][C:11]=2[CH:12]=1)(=O)=O.[NH:31]1[CH2:36][CH2:35][CH2:34][CH2:33][CH2:32]1. (4) Given the product [CH2:16]([O:23][C:24]1[CH:25]=[C:26]([N:30]([C:31]2[N:32]=[CH:33][C:34]([Br:37])=[CH:35][N:36]=2)[C:9]([O:11][C:12]([CH3:13])([CH3:14])[CH3:15])=[O:10])[CH:27]=[CH:28][CH:29]=1)[C:17]1[CH:22]=[CH:21][CH:20]=[CH:19][CH:18]=1, predict the reactants needed to synthesize it. The reactants are: [C:12]([O:11][C:9](O[C:9]([O:11][C:12]([CH3:15])([CH3:14])[CH3:13])=[O:10])=[O:10])([CH3:15])([CH3:14])[CH3:13].[CH2:16]([O:23][C:24]1[CH:25]=[C:26]([NH:30][C:31]2[N:36]=[CH:35][C:34]([Br:37])=[CH:33][N:32]=2)[CH:27]=[CH:28][CH:29]=1)[C:17]1[CH:22]=[CH:21][CH:20]=[CH:19][CH:18]=1.N1C=CC=CC=1. (5) Given the product [NH2:24][C:22]1[N:21]=[C:15]([OH:17])[C:3]2[CH2:4][N:5]([C:8]([O:10][C:11]([CH3:14])([CH3:13])[CH3:12])=[O:9])[CH2:6][CH2:7][C:2]=2[N:23]=1, predict the reactants needed to synthesize it. The reactants are: O=[C:2]1[CH2:7][CH2:6][N:5]([C:8]([O:10][C:11]([CH3:14])([CH3:13])[CH3:12])=[O:9])[CH2:4][CH:3]1[C:15]([O:17]CC)=O.Cl.[NH2:21][C:22]([NH2:24])=[NH:23].C(=O)([O-])[O-].[K+].[K+].Cl.